The task is: Predict which catalyst facilitates the given reaction.. This data is from Catalyst prediction with 721,799 reactions and 888 catalyst types from USPTO. Reactant: [OH:1][C@H:2]1[CH2:6][N:5]([C:7]([O:9][C:10]([CH3:13])([CH3:12])[CH3:11])=[O:8])[C@H:4]([C:14]([O:16][CH3:17])=[O:15])[CH2:3]1.[H-].[Na+].[CH2:20](Br)[C:21]1[CH:26]=[CH:25][CH:24]=[CH:23][CH:22]=1. Product: [CH2:20]([O:1][C@H:2]1[CH2:6][N:5]([C:7]([O:9][C:10]([CH3:11])([CH3:12])[CH3:13])=[O:8])[C@H:4]([C:14]([O:16][CH3:17])=[O:15])[CH2:3]1)[C:21]1[CH:26]=[CH:25][CH:24]=[CH:23][CH:22]=1. The catalyst class is: 204.